From a dataset of Catalyst prediction with 721,799 reactions and 888 catalyst types from USPTO. Predict which catalyst facilitates the given reaction. (1) Reactant: O[Li].O.[CH3:4][CH:5]([CH3:24])[CH2:6][S:7]([NH:10][C@H:11]1[C:19]2[C:14](=[CH:15][CH:16]=[C:17]([C:20]([O:22]C)=[O:21])[CH:18]=2)[CH2:13][CH2:12]1)(=[O:9])=[O:8]. Product: [CH3:4][CH:5]([CH3:24])[CH2:6][S:7]([NH:10][C@H:11]1[C:19]2[C:14](=[CH:15][CH:16]=[C:17]([C:20]([OH:22])=[O:21])[CH:18]=2)[CH2:13][CH2:12]1)(=[O:8])=[O:9]. The catalyst class is: 799. (2) Reactant: [F:1][CH:2]([F:32])[O:3][CH2:4][C@@H:5]([O:7][C:8]1[CH:9]=[C:10]([CH:21]=[C:22]([O:24]CC2C=CC=CC=2)[CH:23]=1)[C:11]([NH:13][C:14]1[CH:19]=[N:18][C:17]([CH3:20])=[CH:16][N:15]=1)=[O:12])[CH3:6]. Product: [F:32][CH:2]([F:1])[O:3][CH2:4][C@@H:5]([O:7][C:8]1[CH:9]=[C:10]([CH:21]=[C:22]([OH:24])[CH:23]=1)[C:11]([NH:13][C:14]1[CH:19]=[N:18][C:17]([CH3:20])=[CH:16][N:15]=1)=[O:12])[CH3:6]. The catalyst class is: 8. (3) Reactant: [Br:1][C:2]1[CH:7]=[CH:6][C:5](I)=[C:4]([F:9])[CH:3]=1.C([Mg]Cl)(C)C.[C:15](O[C:15]([O:17][C:18]([CH3:21])([CH3:20])[CH3:19])=[O:16])([O:17][C:18]([CH3:21])([CH3:20])[CH3:19])=[O:16]. Product: [Br:1][C:2]1[CH:7]=[CH:6][C:5]([C:15]([O:17][C:18]([CH3:21])([CH3:20])[CH3:19])=[O:16])=[C:4]([F:9])[CH:3]=1. The catalyst class is: 1. (4) Reactant: Cl[C:2]1[C:11]2[C:6](=[CH:7][C:8]([O:14][CH3:15])=[C:9]([O:12][CH3:13])[CH:10]=2)[N:5]=[CH:4][N:3]=1.[NH2:16][C:17]1[CH:21]=[C:20]([C:22]([CH3:25])([CH3:24])[CH3:23])[Se:19][C:18]=1[C:26]([NH2:28])=[O:27].[OH-].[Na+].[K+].[Br-]. Product: [CH3:13][O:12][C:9]1[CH:10]=[C:11]2[C:6](=[CH:7][C:8]=1[O:14][CH3:15])[N:5]=[CH:4][N:3]=[C:2]2[NH:16][C:17]1[CH:21]=[C:20]([C:22]([CH3:25])([CH3:23])[CH3:24])[Se:19][C:18]=1[C:26]([NH2:28])=[O:27]. The catalyst class is: 18.